This data is from Full USPTO retrosynthesis dataset with 1.9M reactions from patents (1976-2016). The task is: Predict the reactants needed to synthesize the given product. (1) Given the product [F:32][C:31]1[C:26]([C:22]2[CH:21]=[C:20]([CH:25]=[CH:24][CH:23]=2)[CH2:19][N:14]([CH:11]2[CH2:12][CH2:13][NH:8][CH2:9][CH2:10]2)[S:15]([CH3:18])(=[O:16])=[O:17])=[N:27][C:28]([NH:34][CH2:35][CH2:36][C:37]2[CH:42]=[CH:41][C:40]([OH:43])=[CH:39][CH:38]=2)=[N:29][CH:30]=1, predict the reactants needed to synthesize it. The reactants are: C(OC([N:8]1[CH2:13][CH2:12][CH:11]([N:14]([CH2:19][C:20]2[CH:25]=[CH:24][CH:23]=[C:22]([C:26]3[C:31]([F:32])=[CH:30][N:29]=[C:28](Cl)[N:27]=3)[CH:21]=2)[S:15]([CH3:18])(=[O:17])=[O:16])[CH2:10][CH2:9]1)=O)(C)(C)C.[NH2:34][CH2:35][CH2:36][C:37]1[CH:42]=[CH:41][C:40]([OH:43])=[CH:39][CH:38]=1. (2) Given the product [F:1][C:2]1[CH:15]=[CH:14][C:5]([CH2:6][C:7]2[C:11]([CH3:12])=[N:10][N:9]([C:24]3[CH:23]=[CH:22][C:19]([C:20]#[N:21])=[C:18]([C:17]([F:16])([F:28])[F:27])[CH:25]=3)[C:8]=2[CH3:13])=[CH:4][CH:3]=1, predict the reactants needed to synthesize it. The reactants are: [F:1][C:2]1[CH:15]=[CH:14][C:5]([CH2:6][C:7]2[C:8]([CH3:13])=[N:9][NH:10][C:11]=2[CH3:12])=[CH:4][CH:3]=1.[F:16][C:17]([F:28])([F:27])[C:18]1[CH:25]=[C:24](F)[CH:23]=[CH:22][C:19]=1[C:20]#[N:21]. (3) The reactants are: [S:1]1[C:5]2[CH2:6][CH2:7][NH:8][CH2:9][CH2:10][C:4]=2[CH:3]=[CH:2]1.C([O-])(O)=O.[Na+].[C:16](O[C:16]([O:18][C:19]([CH3:22])([CH3:21])[CH3:20])=[O:17])([O:18][C:19]([CH3:22])([CH3:21])[CH3:20])=[O:17].O. Given the product [C:19]([O:18][C:16]([N:8]1[CH2:9][CH2:10][C:4]2[CH:3]=[CH:2][S:1][C:5]=2[CH2:6][CH2:7]1)=[O:17])([CH3:22])([CH3:21])[CH3:20], predict the reactants needed to synthesize it. (4) The reactants are: COC(C1C=C(NS(C2C=CC(C)=CC=2)(=O)=O)C2C(=C(OCC3C=CC=CC=3)C=CC=2)N=1)=O.[CH3:34][O:35][C:36]([C:38]1[CH:47]=[C:46]([OH:48])[C:45]2[C:40](=[C:41]([O:55]CC3C=CC=CC=3)[CH:42]=[C:43]([C:49]3[CH:50]=[N:51][CH:52]=[CH:53][CH:54]=3)[CH:44]=2)[N:39]=1)=[O:37]. Given the product [CH3:34][O:35][C:36]([C:38]1[CH:47]=[C:46]([OH:48])[C:45]2[C:40](=[C:41]([OH:55])[CH:42]=[C:43]([C:49]3[CH:50]=[N:51][CH:52]=[CH:53][CH:54]=3)[CH:44]=2)[N:39]=1)=[O:37], predict the reactants needed to synthesize it. (5) Given the product [S:23]([O-:27])([O-:26])(=[O:25])=[O:24].[Al+3:28].[S:29]([O-:33])([O-:32])(=[O:31])=[O:30].[S:34]([O-:38])([O-:37])(=[O:36])=[O:35].[Al+3:28].[B:1]([OH:4])([OH:3])[OH:2], predict the reactants needed to synthesize it. The reactants are: [B:1]([OH:4])([OH:3])[OH:2].O.O.O.O.O.O.O.O.O.O.O.O.O.O.O.O.O.O.[S:23]([O-:27])([O-:26])(=[O:25])=[O:24].[Al+3:28].[S:29]([O-:33])([O-:32])(=[O:31])=[O:30].[S:34]([O-:38])([O-:37])(=[O:36])=[O:35].[Al+3].S([O-])([O-])(=O)=O.[Al+3].S([O-])([O-])(=O)=O.S([O-])([O-])(=O)=O.[Al+3]. (6) Given the product [Br:16][CH2:14][C:13]([C:4]1[CH:5]=[CH:6][C:7]([O:8][C:9]([F:11])([F:12])[F:10])=[C:2]([F:1])[CH:3]=1)=[O:15], predict the reactants needed to synthesize it. The reactants are: [F:1][C:2]1[CH:3]=[C:4]([C:13](=[O:15])[CH3:14])[CH:5]=[CH:6][C:7]=1[O:8][C:9]([F:12])([F:11])[F:10].[Br:16]Br. (7) Given the product [CH2:51]([NH:1][C:2]1[C:29]([C:30]2[CH:35]=[CH:34][C:33]([O:36][CH3:37])=[C:32]([CH:31]=2)[C:38]([NH:39][C:40]2([C:43]3[N:44]=[CH:45][CH:46]=[CH:47][N:48]=3)[CH2:42][CH2:41]2)=[O:49])=[CH:28][C:5]2[C:6]([C:16]3[NH:17][CH:18]=[CH:19][N:20]=3)=[C:7]([C:9]3[CH:10]=[CH:11][C:12]([F:15])=[CH:13][CH:14]=3)[O:8][C:4]=2[CH:3]=1)[CH3:52], predict the reactants needed to synthesize it. The reactants are: [NH2:1][C:2]1[C:29]([C:30]2[CH:35]=[CH:34][C:33]([O:36][CH3:37])=[C:32]([C:38](=[O:49])[NH:39][C:40]3([C:43]4[N:48]=[CH:47][CH:46]=[CH:45][N:44]=4)[CH2:42][CH2:41]3)[CH:31]=2)=[CH:28][C:5]2[C:6]([C:16]3[N:17](C(OC(C)(C)C)=O)[CH:18]=[CH:19][N:20]=3)=[C:7]([C:9]3[CH:14]=[CH:13][C:12]([F:15])=[CH:11][CH:10]=3)[O:8][C:4]=2[CH:3]=1.N[C:51]1C(C2C=CC(OC)=C(C=2)C(NC2(C3N=CC=CN=3)CC2)=O)=CC2C(C3NC=CN=3)=C(C3C=CC(F)=CC=3)OC=2[CH:52]=1.C(=O)C.C([BH3-])#N.[Na+].